This data is from Reaction yield outcomes from USPTO patents with 853,638 reactions. The task is: Predict the reaction yield, written as a fraction of the theoretical maximum amount of product (1.0 means a 100% yield; for example, 0.34 means a 34% yield). (1) The reactants are [CH2:1]([C:5]1[O:6][C:7]2[CH:13]=[CH:12][C:11]([NH:14][S:15]([CH3:18])(=[O:17])=[O:16])=[CH:10][C:8]=2[CH:9]=1)[CH2:2][CH2:3][CH3:4].[Li]CCCC.CCCCCC.[CH2:30]([N:34]([CH2:47][CH2:48][CH2:49][CH3:50])[CH2:35][CH2:36][CH2:37][O:38][C:39]1[CH:46]=[CH:45][C:42]([CH:43]=[O:44])=[CH:41][CH:40]=1)[CH2:31][CH2:32][CH3:33].[NH4+].[Cl-]. The catalyst is CCCCCC.C1COCC1. The product is [CH2:1]([C:5]1[O:6][C:7]2[CH:13]=[CH:12][C:11]([NH:14][S:15]([CH3:18])(=[O:16])=[O:17])=[CH:10][C:8]=2[C:9]=1[CH:43]([C:42]1[CH:41]=[CH:40][C:39]([O:38][CH2:37][CH2:36][CH2:35][N:34]([CH2:47][CH2:48][CH2:49][CH3:50])[CH2:30][CH2:31][CH2:32][CH3:33])=[CH:46][CH:45]=1)[OH:44])[CH2:2][CH2:3][CH3:4]. The yield is 0.400. (2) The reactants are [F:1][C:2]1[CH:7]=[CH:6][C:5]([C:8]2[O:9][CH:10]=[C:11]([CH:13]([CH2:19][NH2:20])[CH2:14][CH2:15][N:16]([CH3:18])[CH3:17])[N:12]=2)=[CH:4][CH:3]=1.[F:21][C:22]([F:38])([F:37])[C:23]1[O:27][N:26]=[C:25]([C:28]2[CH:29]=[C:30]([CH:34]=[CH:35][CH:36]=2)[C:31](O)=[O:32])[N:24]=1. No catalyst specified. The product is [CH3:17][N:16]([CH3:18])[CH2:15][CH2:14][CH:13]([C:11]1[N:12]=[C:8]([C:5]2[CH:4]=[CH:3][C:2]([F:1])=[CH:7][CH:6]=2)[O:9][CH:10]=1)[CH2:19][NH:20][C:31](=[O:32])[C:30]1[CH:34]=[CH:35][CH:36]=[C:28]([C:25]2[N:24]=[C:23]([C:22]([F:38])([F:37])[F:21])[O:27][N:26]=2)[CH:29]=1. The yield is 0.100. (3) The reactants are [CH2:1]([O:8][C:9]1[C:14](=[O:15])[N:13]2[CH2:16][CH2:17][N:18]([CH:19]([CH3:21])[CH3:20])[C:12]2=[N:11][C:10]=1[C:22]([OH:24])=O)[C:2]1[CH:7]=[CH:6][CH:5]=[CH:4][CH:3]=1.[F:25][C:26]1[CH:33]=[CH:32][C:29]([CH2:30][NH2:31])=[CH:28][CH:27]=1. No catalyst specified. The product is [F:25][C:26]1[CH:33]=[CH:32][C:29]([CH2:30][NH:31][C:22]([C:10]2[N:11]=[C:12]3[N:18]([CH:19]([CH3:21])[CH3:20])[CH2:17][CH2:16][N:13]3[C:14](=[O:15])[C:9]=2[O:8][CH2:1][C:2]2[CH:3]=[CH:4][CH:5]=[CH:6][CH:7]=2)=[O:24])=[CH:28][CH:27]=1. The yield is 0.960. (4) The reactants are Br[C:2]1[CH:7]=[C:6]([CH:8]([CH3:10])[CH3:9])[CH:5]=[C:4]([Br:11])[CH:3]=1.C1[CH2:16][O:15]CC1.[Li]C(C)(C)C.S(Cl)([Cl:24])=O. The catalyst is C1C=CC=CC=1. The product is [Br:11][C:4]1[CH:3]=[C:2]([CH:7]=[C:6]([CH:8]([CH3:10])[CH3:9])[CH:5]=1)[C:16]([Cl:24])=[O:15]. The yield is 0.680. (5) The reactants are [Si:1]([O:18][CH2:19][C:20]1[CH:21]=[C:22]2[C:26](=[CH:27][C:28]=1[S:29]([CH3:32])(=[O:31])=[O:30])[N:25]([S:33]([CH3:36])(=[O:35])=[O:34])[C:24]([CH:37]([OH:41])[CH:38]([CH3:40])[CH3:39])=[CH:23]2)([C:14]([CH3:17])([CH3:16])[CH3:15])([C:8]1[CH:13]=[CH:12][CH:11]=[CH:10][CH:9]=1)[C:2]1[CH:7]=[CH:6][CH:5]=[CH:4][CH:3]=1.CC(OI1(OC(C)=O)(OC(C)=O)OC(=O)C2C=CC=CC1=2)=O. The catalyst is C(Cl)Cl. The product is [Si:1]([O:18][CH2:19][C:20]1[CH:21]=[C:22]2[C:26](=[CH:27][C:28]=1[S:29]([CH3:32])(=[O:31])=[O:30])[N:25]([S:33]([CH3:36])(=[O:34])=[O:35])[C:24]([C:37](=[O:41])[CH:38]([CH3:39])[CH3:40])=[CH:23]2)([C:14]([CH3:15])([CH3:16])[CH3:17])([C:8]1[CH:9]=[CH:10][CH:11]=[CH:12][CH:13]=1)[C:2]1[CH:7]=[CH:6][CH:5]=[CH:4][CH:3]=1. The yield is 0.860. (6) The reactants are Br[C:2]1[C:7]([CH3:8])=[CH:6][CH:5]=[CH:4][N:3]=1.C([O-])([O-])=O.[K+].[K+].N#N.[C:17]([O:21][C:22]([C:24]1[CH:25]=[C:26](B(O)O)[CH:27]=[CH:28][CH:29]=1)=[O:23])([CH3:20])([CH3:19])[CH3:18].C(Cl)Cl.CS(O)(=O)=O.[OH-].[Na+]. The catalyst is C1(C)C=CC=CC=1.C1C=CC(P(C2C=CC=CC=2)[C-]2C=CC=C2)=CC=1.C1C=CC(P(C2C=CC=CC=2)[C-]2C=CC=C2)=CC=1.Cl[Pd]Cl.[Fe+2].O. The product is [C:17]([O:21][C:22](=[O:23])[C:24]1[CH:25]=[CH:26][CH:27]=[C:28]([C:2]2[C:7]([CH3:8])=[CH:6][CH:5]=[CH:4][N:3]=2)[CH:29]=1)([CH3:20])([CH3:18])[CH3:19]. The yield is 0.820. (7) The reactants are [CH:1]([C@H:4]([CH2:8]/[CH:9]=[CH:10]/[CH2:11][C@H:12]([C:16](=O)[C:17]1[CH:22]=[CH:21][C:20]([O:23][CH3:24])=[C:19]([O:25][CH2:26][CH2:27][CH2:28][O:29][CH3:30])[CH:18]=1)[CH:13]([CH3:15])[CH3:14])[C:5]([OH:7])=[O:6])([CH3:3])[CH3:2].C([SiH](CC)CC)C.B(F)(F)F.CCOCC.O. The product is [CH:1]([C@H:4]([CH2:8]/[CH:9]=[CH:10]/[CH2:11][C@H:12]([CH2:16][C:17]1[CH:22]=[CH:21][C:20]([O:23][CH3:24])=[C:19]([O:25][CH2:26][CH2:27][CH2:28][O:29][CH3:30])[CH:18]=1)[CH:13]([CH3:15])[CH3:14])[C:5]([OH:7])=[O:6])([CH3:2])[CH3:3]. The catalyst is ClCCCl. The yield is 0.720. (8) The reactants are C(O)(=O)CCCCCCCCCCCCC/C=C\CCCCCCCC.C1CCC(N=C=NC2CCCCC2)CC1.[OH:42][CH2:43][C@@H:44]([C@@H:46]([C@@H:48](CCCCCCCCCCCCCC)O)[OH:47])N.C([O:67][C:68](=[O:70])[CH3:69])(=O)C. The catalyst is C1COCC1.CN(C1C=CN=CC=1)C.CCOC(C)=O.CCCCCC.C(N(CC)CC)C.N1C=CC=CC=1. The product is [CH3:48][C:46]([CH2:44][C:43]([CH2:69][C:68]([OH:67])=[O:70])=[O:42])=[O:47]. The yield is 0.486. (9) The reactants are [CH2:1]([O:3][C:4](=[O:16])[C:5]1[C:10](Cl)=[C:9]([N+:12]([O-:14])=[O:13])[C:8]([Cl:15])=[N:7][CH:6]=1)[CH3:2].[CH:17]([NH2:20])([CH3:19])[CH3:18]. The catalyst is ClCCl. The product is [CH2:1]([O:3][C:4](=[O:16])[C:5]1[C:10]([NH:20][CH:17]([CH3:19])[CH3:18])=[C:9]([N+:12]([O-:14])=[O:13])[C:8]([Cl:15])=[N:7][CH:6]=1)[CH3:2]. The yield is 0.990. (10) The reactants are [Br:1][C:2]1[CH:3]=[CH:4][C:5]([N+:10]([O-:12])=[O:11])=[C:6]([CH:9]=1)[CH:7]=[O:8].[N+:13]([O-])([OH:15])=[O:14]. No catalyst specified. The product is [Br:1][C:2]1[C:3]([N+:13]([O-:15])=[O:14])=[CH:4][C:5]([N+:10]([O-:12])=[O:11])=[C:6]([CH:9]=1)[CH:7]=[O:8]. The yield is 0.0700.